Task: Predict the reaction yield, written as a fraction of the theoretical maximum amount of product (1.0 means a 100% yield; for example, 0.34 means a 34% yield).. Dataset: Reaction yield outcomes from USPTO patents with 853,638 reactions (1) The reactants are Br[CH2:2][C:3]([C:5]1[CH:10]=[CH:9][C:8]([Br:11])=[CH:7][CH:6]=1)=[O:4].[C:12]([O:16][C:17]([N:19]1[CH2:23][C:22]([CH3:24])=[CH:21][C@H:20]1[C:25]([OH:27])=[O:26])=[O:18])([CH3:15])([CH3:14])[CH3:13].CCN(C(C)C)C(C)C. The catalyst is CC#N. The product is [CH3:24][C:22]1[CH2:23][N:19]([C:17]([O:16][C:12]([CH3:13])([CH3:14])[CH3:15])=[O:18])[C@H:20]([C:25]([O:27][CH2:2][C:3]([C:5]2[CH:10]=[CH:9][C:8]([Br:11])=[CH:7][CH:6]=2)=[O:4])=[O:26])[CH:21]=1. The yield is 0.860. (2) The catalyst is CCO. The product is [CH3:1][O:2][C:3]1[CH:4]=[CH:5][C:6]2[O:10][C:9]([CH2:11][OH:12])=[CH:8][C:7]=2[CH:13]=1. The yield is 0.850. The reactants are [CH3:1][O:2][C:3]1[CH:4]=[CH:5][C:6]2[O:10][C:9]([CH:11]=[O:12])=[CH:8][C:7]=2[CH:13]=1.[BH4-].[Na+]. (3) The reactants are [N:1]1([C:15]([O:17][C:18]([CH3:21])([CH3:20])[CH3:19])=[O:16])[CH2:6][CH2:5][C:4]([C:11]([O:13]C)=[O:12])([C:7]([O:9][CH3:10])=[O:8])[CH2:3][CH2:2]1.[Li+].[OH-].Cl. The catalyst is C1COCC1. The product is [C:18]([O:17][C:15]([N:1]1[CH2:2][CH2:3][C:4]([C:7]([O:9][CH3:10])=[O:8])([C:11]([OH:13])=[O:12])[CH2:5][CH2:6]1)=[O:16])([CH3:21])([CH3:20])[CH3:19]. The yield is 0.800. (4) The reactants are [C:1]1([CH:7]=[CH:8][C:9]2[CH2:13][CH:12]([CH2:14][CH2:15][CH2:16][CH:17]=O)[O:11][N:10]=2)[CH:6]=[CH:5][CH:4]=[CH:3][CH:2]=1.Cl.[CH3:20][O:21][C:22]1[CH:27]=[CH:26][CH:25]=[CH:24][C:23]=1[N:28]1[CH2:33][CH2:32][NH:31][CH2:30][CH2:29]1.[BH-](OC(C)=O)(OC(C)=O)OC(C)=O.[Na+].C(N(C(C)C)CC)(C)C. The catalyst is C(Cl)Cl. The product is [CH3:20][O:21][C:22]1[CH:27]=[CH:26][CH:25]=[CH:24][C:23]=1[N:28]1[CH2:33][CH2:32][NH:31][CH2:30][CH:29]1[CH2:17][CH2:16][CH2:15][CH2:14][CH:12]1[O:11][N:10]=[C:9]([CH:8]=[CH:7][C:1]2[CH:2]=[CH:3][CH:4]=[CH:5][CH:6]=2)[CH2:13]1. The yield is 0.732. (5) The yield is 0.720. The catalyst is C1COCC1.O. The product is [OH:4][CH2:5][CH2:6][CH2:7][CH2:8][O:9][C:10]1[C:17]([CH3:18])=[C:16]([O:19][CH2:20][CH2:21][CH3:22])[CH:15]=[CH:14][C:11]=1[CH:12]=[O:13]. The reactants are C([O:4][CH2:5][CH2:6][CH2:7][CH2:8][O:9][C:10]1[C:17]([CH3:18])=[C:16]([O:19][CH2:20][CH2:21][CH3:22])[CH:15]=[CH:14][C:11]=1[CH:12]=[O:13])(=O)C.[Li+].[OH-].Cl.